The task is: Regression. Given a peptide amino acid sequence and an MHC pseudo amino acid sequence, predict their binding affinity value. This is MHC class II binding data.. This data is from Peptide-MHC class II binding affinity with 134,281 pairs from IEDB. The peptide sequence is FTRGKLMSSLHLKRY. The MHC is DRB1_0901 with pseudo-sequence DRB1_0901. The binding affinity (normalized) is 0.141.